This data is from Reaction yield outcomes from USPTO patents with 853,638 reactions. The task is: Predict the reaction yield, written as a fraction of the theoretical maximum amount of product (1.0 means a 100% yield; for example, 0.34 means a 34% yield). (1) The reactants are Br[C:2]1[CH:7]=[C:6]([CH2:8][CH3:9])[N:5]=[C:4]([CH2:10][CH3:11])[CH:3]=1.[C:12]([Si:14]([CH3:17])([CH3:16])[CH3:15])#[CH:13].CN(C)C=O.C(NC(C)C)(C)C. The catalyst is Cl[Pd](Cl)([P](C1C=CC=CC=1)(C1C=CC=CC=1)C1C=CC=CC=1)[P](C1C=CC=CC=1)(C1C=CC=CC=1)C1C=CC=CC=1.[Cu]I.O. The product is [CH2:8]([C:6]1[CH:7]=[C:2]([C:13]#[C:12][Si:14]([CH3:17])([CH3:16])[CH3:15])[CH:3]=[C:4]([CH2:10][CH3:11])[N:5]=1)[CH3:9]. The yield is 0.630. (2) The reactants are Cl[C:2]1[C:11]2[C:6](=[CH:7][C:8]([O:14][CH2:15][CH:16]3[CH2:21][CH2:20][N:19]([CH3:22])[CH2:18][CH2:17]3)=[C:9]([O:12][CH3:13])[CH:10]=2)[N:5]=[CH:4][N:3]=1.[OH:23][C:24]1[CH:25]=[C:26]2[C:30](=[CH:31][CH:32]=1)[NH:29][C:28]([CH3:33])=[CH:27]2. No catalyst specified. The product is [CH3:13][O:12][C:9]1[CH:10]=[C:11]2[C:6](=[CH:7][C:8]=1[O:14][CH2:15][CH:16]1[CH2:21][CH2:20][N:19]([CH3:22])[CH2:18][CH2:17]1)[N:5]=[CH:4][N:3]=[C:2]2[O:23][C:24]1[CH:25]=[C:26]2[C:30](=[CH:31][CH:32]=1)[NH:29][C:28]([CH3:33])=[CH:27]2. The yield is 0.790. (3) The reactants are [Br:1][C:2]1[CH:10]=[CH:9][C:5]([C:6]([OH:8])=[O:7])=[C:4]([CH3:11])[CH:3]=1.[CH3:12]O. The catalyst is Cl. The product is [CH3:12][O:7][C:6](=[O:8])[C:5]1[CH:9]=[CH:10][C:2]([Br:1])=[CH:3][C:4]=1[CH3:11]. The yield is 1.00. (4) The reactants are [CH3:1][CH:2]([O:4][C@@H:5]1[CH2:10][CH2:9][C@H:8]([N:11]2[CH2:16][CH2:15][CH:14]([NH:17][C:18]3[CH:23]=[C:22]([CH3:24])[CH:21]=[CH:20][C:19]=3[N+:25]([O-])=O)[CH2:13][CH2:12]2)[CH2:7][CH2:6]1)[CH3:3].O.NN. The yield is 0.990. The catalyst is C(O)C.[Ni]. The product is [NH2:25][C:19]1[CH:20]=[CH:21][C:22]([CH3:24])=[CH:23][C:18]=1[NH:17][CH:14]1[CH2:13][CH2:12][N:11]([C@H:8]2[CH2:9][CH2:10][C@@H:5]([O:4][CH:2]([CH3:3])[CH3:1])[CH2:6][CH2:7]2)[CH2:16][CH2:15]1. (5) The reactants are [CH:1]([P:3](=[O:17])([CH:15]=[CH2:16])[C:4]1[CH:9]=[CH:8][C:7]([N+:10]([O-:12])=[O:11])=[C:6]([O:13][CH3:14])[CH:5]=1)=[CH2:2].Cl.[CH2:19]([NH2:21])[CH3:20].[OH-].[Na+].C(N)C1C=CC=CC=1. The catalyst is C1COCC1. The product is [CH2:19]([N:21]1[CH2:16][CH2:15][P:3](=[O:17])([C:4]2[CH:9]=[CH:8][C:7]([N+:10]([O-:12])=[O:11])=[C:6]([O:13][CH3:14])[CH:5]=2)[CH2:1][CH2:2]1)[CH3:20]. The yield is 0.460. (6) The reactants are O=[C:2]1[CH2:7][CH2:6][CH2:5][CH2:4][N:3]1[CH:8]1[CH2:13][CH2:12][N:11]([C:14]([O:16][C:17]([CH3:20])([CH3:19])[CH3:18])=[O:15])[CH2:10][CH2:9]1.COC1C=CC(P2(SP(C3C=CC(OC)=CC=3)(=S)S2)=[S:30])=CC=1. The product is [S:30]=[C:2]1[CH2:7][CH2:6][CH2:5][CH2:4][N:3]1[CH:8]1[CH2:13][CH2:12][N:11]([C:14]([O:16][C:17]([CH3:20])([CH3:19])[CH3:18])=[O:15])[CH2:10][CH2:9]1. The catalyst is C1(C)C=CC=CC=1. The yield is 0.640.